This data is from Forward reaction prediction with 1.9M reactions from USPTO patents (1976-2016). The task is: Predict the product of the given reaction. (1) Given the reactants [Cl:1][C:2]1[CH:7]=[C:6]([O:8][CH3:9])[CH:5]=[CH:4][C:3]=1[CH:10]([CH3:25])[C:11]([C:17]1[CH:18]=[N:19][C:20]([O:23]C)=[CH:21][CH:22]=1)([OH:16])[C:12]([F:15])([F:14])[F:13].Cl.CCOC(C)=O.O, predict the reaction product. The product is: [Cl:1][C:2]1[CH:7]=[C:6]([O:8][CH3:9])[CH:5]=[CH:4][C:3]=1[CH:10]([CH3:25])[C:11]([C:17]1[CH:22]=[CH:21][C:20](=[O:23])[NH:19][CH:18]=1)([OH:16])[C:12]([F:14])([F:15])[F:13]. (2) The product is: [C:3]([C:6]1[CH:15]=[C:14]2[C:9]([CH:10]=[CH:11][C:12]([C:16]([OH:18])=[O:17])=[CH:13]2)=[CH:8][CH:7]=1)(=[O:5])[CH3:4]. Given the reactants [OH-].[K+].[C:3]([C:6]1[CH:15]=[C:14]2[C:9]([CH:10]=[CH:11][C:12]([C:16]([O:18]C)=[O:17])=[CH:13]2)=[CH:8][CH:7]=1)(=[O:5])[CH3:4].Cl, predict the reaction product.